Dataset: Full USPTO retrosynthesis dataset with 1.9M reactions from patents (1976-2016). Task: Predict the reactants needed to synthesize the given product. (1) Given the product [C:1]([O:5][C:6](=[O:29])[NH:7][CH2:8][CH:9]([NH2:10])[C:21]1[CH:26]=[CH:25][C:24]([F:27])=[C:23]([F:28])[CH:22]=1)([CH3:4])([CH3:2])[CH3:3], predict the reactants needed to synthesize it. The reactants are: [C:1]([O:5][C:6](=[O:29])[NH:7][CH2:8][CH:9]([C:21]1[CH:26]=[CH:25][C:24]([F:27])=[C:23]([F:28])[CH:22]=1)[N:10]1C(=O)C2C(=CC=CC=2)C1=O)([CH3:4])([CH3:3])[CH3:2].CN. (2) Given the product [ClH:16].[OH:1][CH:3]([CH2:4][O:5][C:6]1[C:15]2[C:10](=[CH:11][CH:12]=[CH:13][CH:14]=2)[C:9]([Cl:16])=[CH:8][CH:7]=1)[CH2:2][NH:29][C:18]([CH3:28])([CH3:17])[CH2:19][C:20]1[CH:25]=[CH:24][C:23]([O:26][CH3:27])=[CH:22][CH:21]=1, predict the reactants needed to synthesize it. The reactants are: [O:1]1[CH:3]([CH2:4][O:5][C:6]2[C:15]3[C:10](=[CH:11][CH:12]=[CH:13][CH:14]=3)[C:9]([Cl:16])=[CH:8][CH:7]=2)[CH2:2]1.[CH3:17][C:18]([NH2:29])([CH3:28])[CH2:19][C:20]1[CH:25]=[CH:24][C:23]([O:26][CH3:27])=[CH:22][CH:21]=1.